This data is from Reaction yield outcomes from USPTO patents with 853,638 reactions. The task is: Predict the reaction yield, written as a fraction of the theoretical maximum amount of product (1.0 means a 100% yield; for example, 0.34 means a 34% yield). (1) The reactants are [C:1]1(B(O)O)[C:10]2[C:5](=[CH:6][CH:7]=[CH:8][CH:9]=2)[CH:4]=[CH:3][CH:2]=1.C([O-])([O-])=O.[Na+].[Na+].Br[C:21]1[CH:26]=[CH:25][CH:24]=[C:23]([CH:27]=[O:28])[N:22]=1. The catalyst is C1(C)C=CC=CC=1.C1C=CC([P]([Pd]([P](C2C=CC=CC=2)(C2C=CC=CC=2)C2C=CC=CC=2)([P](C2C=CC=CC=2)(C2C=CC=CC=2)C2C=CC=CC=2)[P](C2C=CC=CC=2)(C2C=CC=CC=2)C2C=CC=CC=2)(C2C=CC=CC=2)C2C=CC=CC=2)=CC=1. The product is [CH:27]([C:23]1[CH:24]=[CH:25][CH:26]=[C:21]([C:1]2[C:10]3[C:5](=[CH:6][CH:7]=[CH:8][CH:9]=3)[CH:4]=[CH:3][CH:2]=2)[N:22]=1)=[O:28]. The yield is 0.870. (2) The catalyst is C(O)(=O)C.CCO.[Pd]. The product is [F:19][C:2]([F:1])([F:20])[C:3]1[CH:4]=[C:5]([C:9]2[N:14]=[C:13]([CH:15]([NH2:17])[CH3:16])[CH:12]=[CH:11][CH:10]=2)[CH:6]=[CH:7][CH:8]=1. The reactants are [F:1][C:2]([F:20])([F:19])[C:3]1[CH:4]=[C:5]([C:9]2[N:14]=[C:13]([C:15](=[N:17]O)[CH3:16])[CH:12]=[CH:11][CH:10]=2)[CH:6]=[CH:7][CH:8]=1. The yield is 0.470. (3) The catalyst is CN(C=O)C.[Cl-].[Na+].O.C([O-])(O)=O.[Na+]. The reactants are [F:1][C:2]1[C:3]([I:20])=[C:4]2[N:10]=[C:9]([C:11]3[CH:19]=[CH:18][C:14]([C:15]([OH:17])=O)=[CH:13][CH:12]=3)[NH:8][C:5]2=[N:6][CH:7]=1.[B-](F)(F)(F)F.CN(C(ON1C(=O)CCC1=O)=[N+](C)C)C.C(N(CC)CC)C.[NH:48]1[CH2:53][CH2:52][O:51][CH2:50][CH2:49]1. The product is [F:1][C:2]1[C:3]([I:20])=[C:4]2[N:10]=[C:9]([C:11]3[CH:12]=[CH:13][C:14]([C:15]([N:48]4[CH2:53][CH2:52][O:51][CH2:50][CH2:49]4)=[O:17])=[CH:18][CH:19]=3)[NH:8][C:5]2=[N:6][CH:7]=1. The yield is 0.210. (4) The reactants are [F:1][C:2]1[CH:7]=[CH:6][C:5]([CH2:8][C:9](O)=[O:10])=[CH:4][C:3]=1[N+:12]([O-:14])=[O:13].CN1CCOCC1.C(OC(Cl)=O)C(C)C.[BH4-].[Na+].[H][H]. The catalyst is C(COC)OC.O. The product is [F:1][C:2]1[CH:7]=[CH:6][C:5]([CH2:8][CH2:9][OH:10])=[CH:4][C:3]=1[N+:12]([O-:14])=[O:13]. The yield is 0.396. (5) The reactants are C([O:5][C:6]([C:8]1[NH:17][C:16]2[CH2:15][CH2:14][CH2:13][N:12]([CH2:18][CH2:19][N:20]3[CH2:24][CH2:23][CH2:22][CH2:21]3)[C:11](=[O:25])[C:10]=2[C:9]=1[CH3:26])=O)(C)(C)C.FC(F)(F)C(O)=O.C(OC(OCC)OCC)C.[OH-].[Na+]. The catalyst is ClCCl.O. The product is [CH3:26][C:9]1[C:10]2[C:11](=[O:25])[N:12]([CH2:18][CH2:19][N:20]3[CH2:24][CH2:23][CH2:22][CH2:21]3)[CH2:13][CH2:14][CH2:15][C:16]=2[NH:17][C:8]=1[CH:6]=[O:5]. The yield is 0.490.